This data is from NCI-60 drug combinations with 297,098 pairs across 59 cell lines. The task is: Regression. Given two drug SMILES strings and cell line genomic features, predict the synergy score measuring deviation from expected non-interaction effect. (1) Drug 1: C1=NC(=NC(=O)N1C2C(C(C(O2)CO)O)O)N. Drug 2: C1=CN(C=N1)CC(O)(P(=O)(O)O)P(=O)(O)O. Cell line: KM12. Synergy scores: CSS=13.5, Synergy_ZIP=-6.79, Synergy_Bliss=3.73, Synergy_Loewe=-5.01, Synergy_HSA=1.10. (2) Drug 1: COC1=CC(=CC(=C1O)OC)C2C3C(COC3=O)C(C4=CC5=C(C=C24)OCO5)OC6C(C(C7C(O6)COC(O7)C8=CC=CS8)O)O. Drug 2: C1=C(C(=O)NC(=O)N1)F. Cell line: NCI-H322M. Synergy scores: CSS=35.6, Synergy_ZIP=2.55, Synergy_Bliss=1.78, Synergy_Loewe=3.68, Synergy_HSA=4.01. (3) Synergy scores: CSS=0.0295, Synergy_ZIP=1.20, Synergy_Bliss=2.31, Synergy_Loewe=-2.55, Synergy_HSA=-3.05. Drug 2: CCCCCOC(=O)NC1=NC(=O)N(C=C1F)C2C(C(C(O2)C)O)O. Cell line: IGROV1. Drug 1: C1=CC(=CC=C1C#N)C(C2=CC=C(C=C2)C#N)N3C=NC=N3.